Regression. Given a peptide amino acid sequence and an MHC pseudo amino acid sequence, predict their binding affinity value. This is MHC class I binding data. From a dataset of Peptide-MHC class I binding affinity with 185,985 pairs from IEDB/IMGT. The peptide sequence is SLFKNVRLL. The MHC is HLA-C12:03 with pseudo-sequence HLA-C12:03. The binding affinity (normalized) is 0.475.